From a dataset of Reaction yield outcomes from USPTO patents with 853,638 reactions. Predict the reaction yield, written as a fraction of the theoretical maximum amount of product (1.0 means a 100% yield; for example, 0.34 means a 34% yield). (1) The reactants are [Br:1][C:2]1[CH:3]=[C:4]([CH:17]=[CH:18][CH:19]=1)[NH:5][C:6]1[C:7]2[CH:15]=[CH:14][C:13](F)=[N:12][C:8]=2[N:9]=[CH:10][N:11]=1.Cl.CN.C[CH2:24][N:25](CC)CC. The catalyst is CCO. The product is [Br:1][C:2]1[CH:3]=[C:4]([CH:17]=[CH:18][CH:19]=1)[NH:5][C:6]1[C:7]2[CH:15]=[CH:14][C:13]([NH:25][CH3:24])=[N:12][C:8]=2[N:9]=[CH:10][N:11]=1. The yield is 0.770. (2) The reactants are [N+:1]([C:4]1[CH:53]=[CH:52][C:7]([C:8]([O:10][C@H:11]2[C:15]3[N:16]=[CH:17][N:18]=[C:19]([N:20]4[C:40]5[C:35](=[C:36]([CH2:42][NH:43][C:44]([O:46][C:47]([CH3:50])([CH3:49])[CH3:48])=[O:45])[C:37]([Cl:41])=[CH:38][CH:39]=5)[C:22]5([CH2:27][CH2:26][N:25](CC6C=CC=CC=6)[CH2:24][CH2:23]5)[CH2:21]4)[C:14]=3[C@H:13]([CH3:51])[CH2:12]2)=[O:9])=[CH:6][CH:5]=1)([O-:3])=[O:2].C(Cl)(=O)OC(Cl)C.C(Cl)Cl.[CH3:76][C:75]([O:74][C:72](O[C:72]([O:74][C:75]([CH3:78])([CH3:77])[CH3:76])=[O:73])=[O:73])([CH3:78])[CH3:77]. The catalyst is ClC(Cl)C. The product is [C:47]([O:46][C:44]([NH:43][CH2:42][C:36]1[C:37]([Cl:41])=[CH:38][CH:39]=[C:40]2[N:20]([C:19]3[C:14]4[C@H:13]([CH3:51])[CH2:12][C@@H:11]([O:10][C:8](=[O:9])[C:7]5[CH:52]=[CH:53][C:4]([N+:1]([O-:3])=[O:2])=[CH:5][CH:6]=5)[C:15]=4[N:16]=[CH:17][N:18]=3)[CH2:21][C:22]3([CH2:27][CH2:26][N:25]([C:72]([O:74][C:75]([CH3:76])([CH3:77])[CH3:78])=[O:73])[CH2:24][CH2:23]3)[C:35]=12)=[O:45])([CH3:48])([CH3:49])[CH3:50]. The yield is 0.670. (3) The reactants are [F:1][C:2]1[CH:7]=[CH:6][CH:5]=[CH:4][C:3]=1[N:8]1[C:16]2[C:11](=[C:12]([N:17]3[CH2:21][CH2:20][NH:19][C:18]3=[O:22])[CH:13]=[CH:14][CH:15]=2)[CH:10]=[N:9]1.[H-].[Na+].Cl.Cl[CH2:27][C:28]1[C:33]([CH3:34])=[N:32][CH:31]=[CH:30][N:29]=1. The catalyst is O1CCCC1. The product is [F:1][C:2]1[CH:7]=[CH:6][CH:5]=[CH:4][C:3]=1[N:8]1[C:16]2[C:11](=[C:12]([N:17]3[CH2:21][CH2:20][N:19]([CH2:27][C:28]4[C:33]([CH3:34])=[N:32][CH:31]=[CH:30][N:29]=4)[C:18]3=[O:22])[CH:13]=[CH:14][CH:15]=2)[CH:10]=[N:9]1. The yield is 0.650. (4) No catalyst specified. The product is [Br:10][C:11]1[CH:16]=[C:15]([N+:1]([O-:4])=[O:2])[CH:14]=[C:13]([CH3:17])[N+:12]=1[O-:18]. The reactants are [N+:1]([O-:4])(O)=[O:2].S(=O)(=O)(O)O.[Br:10][C:11]1[CH:16]=[CH:15][CH:14]=[C:13]([CH3:17])[N+:12]=1[O-:18].C(=O)(O)[O-].[Na+]. The yield is 0.400. (5) The reactants are [C:1]([O:5][C:6]([N:8]1[CH2:13][CH2:12][CH2:11][C@@H:10]([C:14](=[O:29])[C:15]2[CH:20]=[CH:19][CH:18]=[CH:17][C:16]=2[O:21][C:22]2[CH:27]=[CH:26][CH:25]=[C:24]([F:28])[CH:23]=2)[CH2:9]1)=[O:7])([CH3:4])([CH3:3])[CH3:2].[CH3:30][O:31][CH2:32][CH2:33][CH2:34][CH2:35][Mg]Cl. The catalyst is C1COCC1. The product is [F:28][C:24]1[CH:23]=[C:22]([CH:27]=[CH:26][CH:25]=1)[O:21][C:16]1[CH:17]=[CH:18][CH:19]=[CH:20][C:15]=1[C@:14]([C@@H:10]1[CH2:11][CH2:12][CH2:13][N:8]([C:6]([O:5][C:1]([CH3:4])([CH3:2])[CH3:3])=[O:7])[CH2:9]1)([OH:29])[CH2:35][CH2:34][CH2:33][CH2:32][O:31][CH3:30]. The yield is 0.430. (6) The reactants are [NH2:1][C:2]1[C:7]([C:8]([OH:10])=[O:9])=[CH:6][N:5]=[CH:4][C:3]=1[Br:11].S(Cl)(Cl)=O.[CH3:16]O. No catalyst specified. The product is [NH2:1][C:2]1[C:7]([C:8]([O:10][CH3:16])=[O:9])=[CH:6][N:5]=[CH:4][C:3]=1[Br:11]. The yield is 0.140. (7) The reactants are [Cl:1][C:2]1[N:3]=[C:4]([C:9]([NH:11][C@H:12]2[CH2:17][CH2:16][N:15]([C:18](=O)C(F)(F)F)[CH2:14][C@H:13]2[O:24][CH2:25][CH:26]([F:28])[F:27])=[O:10])[NH:5][C:6]=1[CH2:7][CH3:8].[OH-].[Li+].Cl.C(N(C(C)C)CC)(C)C.BrC1[S:43][C:44]([C:47]([O:49][CH2:50][CH3:51])=[O:48])=[CH:45][N:46]=1. The catalyst is CO. The product is [Cl:1][C:2]1[N:3]=[C:4]([C:9]([NH:11][C@H:12]2[CH2:17][CH2:16][N:15]([C:18]3[S:43][C:44]([C:47]([O:49][CH2:50][CH3:51])=[O:48])=[CH:45][N:46]=3)[CH2:14][C@H:13]2[O:24][CH2:25][CH:26]([F:28])[F:27])=[O:10])[NH:5][C:6]=1[CH2:7][CH3:8]. The yield is 0.740. (8) The reactants are [O:1]([C@H:9]1[CH:13]=[CH:12][C@H:11]([OH:14])[CH2:10]1)[Si](C(C)(C)C)(C)C.CC[O:17][C:18]([CH3:20])=[O:19].[CH3:21][CH2:22]CCCC. No catalyst specified. The product is [OH:14][C@@H:11]1[CH:12]=[CH:13][C@@H:9]([O:1][CH:20]([CH2:21][CH3:22])[C:18]([OH:17])=[O:19])[CH2:10]1. The yield is 0.710. (9) The reactants are [OH-].[Na+].C(O)C.[Cl:6][C:7]1[CH:12]=[CH:11][C:10]([C@H:13]2[N:20]3[C:16]([S:17][C:18]([C:24]([O:26]CC)=[O:25])=[C:19]3[CH:21]([CH3:23])[CH3:22])=[N:15][C@:14]2([C:30]2[CH:31]=[N:32][C:33]([Cl:36])=[CH:34][CH:35]=2)[CH3:29])=[CH:9][C:8]=1[F:37]. The catalyst is O. The product is [Cl:6][C:7]1[CH:12]=[CH:11][C:10]([C@H:13]2[N:20]3[C:16]([S:17][C:18]([C:24]([OH:26])=[O:25])=[C:19]3[CH:21]([CH3:22])[CH3:23])=[N:15][C@:14]2([C:30]2[CH:31]=[N:32][C:33]([Cl:36])=[CH:34][CH:35]=2)[CH3:29])=[CH:9][C:8]=1[F:37]. The yield is 0.870.